This data is from NCI-60 drug combinations with 297,098 pairs across 59 cell lines. The task is: Regression. Given two drug SMILES strings and cell line genomic features, predict the synergy score measuring deviation from expected non-interaction effect. (1) Drug 1: C1CCC(C1)C(CC#N)N2C=C(C=N2)C3=C4C=CNC4=NC=N3. Drug 2: CC=C1C(=O)NC(C(=O)OC2CC(=O)NC(C(=O)NC(CSSCCC=C2)C(=O)N1)C(C)C)C(C)C. Cell line: SK-MEL-2. Synergy scores: CSS=63.2, Synergy_ZIP=-2.40, Synergy_Bliss=-9.46, Synergy_Loewe=-73.0, Synergy_HSA=-13.1. (2) Drug 1: C1CCC(C1)C(CC#N)N2C=C(C=N2)C3=C4C=CNC4=NC=N3. Drug 2: CC1=CC2C(CCC3(C2CCC3(C(=O)C)OC(=O)C)C)C4(C1=CC(=O)CC4)C. Cell line: DU-145. Synergy scores: CSS=4.90, Synergy_ZIP=-1.22, Synergy_Bliss=-0.0451, Synergy_Loewe=-12.3, Synergy_HSA=-4.67. (3) Drug 1: CCN(CC)CCCC(C)NC1=C2C=C(C=CC2=NC3=C1C=CC(=C3)Cl)OC. Drug 2: C1CN(CCN1C(=O)CCBr)C(=O)CCBr. Cell line: SF-268. Synergy scores: CSS=14.0, Synergy_ZIP=-4.02, Synergy_Bliss=1.47, Synergy_Loewe=0.578, Synergy_HSA=0.636. (4) Drug 1: CC(C1=C(C=CC(=C1Cl)F)Cl)OC2=C(N=CC(=C2)C3=CN(N=C3)C4CCNCC4)N. Drug 2: CC1C(C(CC(O1)OC2CC(CC3=C2C(=C4C(=C3O)C(=O)C5=CC=CC=C5C4=O)O)(C(=O)C)O)N)O. Cell line: A498. Synergy scores: CSS=73.3, Synergy_ZIP=16.2, Synergy_Bliss=16.5, Synergy_Loewe=0.859, Synergy_HSA=18.2. (5) Synergy scores: CSS=40.7, Synergy_ZIP=-7.48, Synergy_Bliss=-1.57, Synergy_Loewe=1.16, Synergy_HSA=1.45. Cell line: T-47D. Drug 2: CNC(=O)C1=NC=CC(=C1)OC2=CC=C(C=C2)NC(=O)NC3=CC(=C(C=C3)Cl)C(F)(F)F. Drug 1: CCC1=CC2CC(C3=C(CN(C2)C1)C4=CC=CC=C4N3)(C5=C(C=C6C(=C5)C78CCN9C7C(C=CC9)(C(C(C8N6C)(C(=O)OC)O)OC(=O)C)CC)OC)C(=O)OC.C(C(C(=O)O)O)(C(=O)O)O. (6) Drug 1: CC(C)(C1=NC(=CC=C1)N2C3=NC(=NC=C3C(=O)N2CC=C)NC4=CC=C(C=C4)N5CCN(CC5)C)O. Drug 2: CC1CCC2CC(C(=CC=CC=CC(CC(C(=O)C(C(C(=CC(C(=O)CC(OC(=O)C3CCCCN3C(=O)C(=O)C1(O2)O)C(C)CC4CCC(C(C4)OC)OP(=O)(C)C)C)C)O)OC)C)C)C)OC. Cell line: OVCAR3. Synergy scores: CSS=70.9, Synergy_ZIP=1.59, Synergy_Bliss=2.24, Synergy_Loewe=6.77, Synergy_HSA=7.82. (7) Cell line: UACC-257. Drug 2: CCC1=C2CN3C(=CC4=C(C3=O)COC(=O)C4(CC)O)C2=NC5=C1C=C(C=C5)O. Drug 1: CC1=C(C=C(C=C1)NC(=O)C2=CC=C(C=C2)CN3CCN(CC3)C)NC4=NC=CC(=N4)C5=CN=CC=C5. Synergy scores: CSS=0.623, Synergy_ZIP=-1.44, Synergy_Bliss=0.623, Synergy_Loewe=-14.0, Synergy_HSA=-2.52.